Regression. Given a peptide amino acid sequence and an MHC pseudo amino acid sequence, predict their binding affinity value. This is MHC class I binding data. From a dataset of Peptide-MHC class I binding affinity with 185,985 pairs from IEDB/IMGT. (1) The peptide sequence is FSTSFYLISI. The MHC is HLA-A02:02 with pseudo-sequence HLA-A02:02. The binding affinity (normalized) is 0.930. (2) The MHC is HLA-A24:02 with pseudo-sequence HLA-A24:02. The peptide sequence is TPGPGVRYPL. The binding affinity (normalized) is 0. (3) The peptide sequence is TQIRFPAL. The MHC is H-2-Kb with pseudo-sequence H-2-Kb. The binding affinity (normalized) is 0.805. (4) The peptide sequence is ALRANSAVK. The MHC is HLA-A02:03 with pseudo-sequence HLA-A02:03. The binding affinity (normalized) is 0. (5) The peptide sequence is REMGIVDLL. The MHC is HLA-A68:02 with pseudo-sequence HLA-A68:02. The binding affinity (normalized) is 0.0847.